This data is from Reaction yield outcomes from USPTO patents with 853,638 reactions. The task is: Predict the reaction yield, written as a fraction of the theoretical maximum amount of product (1.0 means a 100% yield; for example, 0.34 means a 34% yield). (1) The reactants are C([O:8][C:9]1[CH:14]=[C:13]([O:15]CC2C=CC=CC=2)[CH:12]=[CH:11][C:10]=1/[CH:23]=[CH:24]/[C:25]([O:27][CH2:28][CH3:29])=[O:26])C1C=CC=CC=1.C(OCC)(=O)C. The catalyst is [OH-].[Pd+2].[OH-].CO. The product is [OH:8][C:9]1[CH:14]=[C:13]([OH:15])[CH:12]=[CH:11][C:10]=1[CH2:23][CH2:24][C:25]([O:27][CH2:28][CH3:29])=[O:26]. The yield is 0.968. (2) The reactants are [CH2:1]([N:3]=[C:4]=[O:5])[CH3:2].[N:6]1([CH2:11][CH2:12][CH2:13][NH2:14])[CH2:10][CH2:9][CH2:8][CH2:7]1. The catalyst is C(Cl)(Cl)Cl. The product is [CH2:1]([NH:3][C:4]([NH:14][CH2:13][CH2:12][CH2:11][N:6]1[CH2:10][CH2:9][CH2:8][CH2:7]1)=[O:5])[CH3:2]. The yield is 0.964. (3) The reactants are [CH3:1][C:2]([C:5]1[CH:6]=[C:7]([NH:16][C:17]([NH:19][CH2:20][C:21]2[CH:26]=[CH:25][C:24]([N+:27]([O-])=O)=[CH:23][CH:22]=2)=[O:18])[CH:8]=[C:9]([C:12]([CH3:15])([CH3:14])[CH3:13])[C:10]=1[OH:11])([CH3:4])[CH3:3]. The catalyst is C(O)C.C(OCC)(=O)C.[Pd]. The product is [NH2:27][C:24]1[CH:25]=[CH:26][C:21]([CH2:20][NH:19][C:17]([NH:16][C:7]2[CH:6]=[C:5]([C:2]([CH3:1])([CH3:3])[CH3:4])[C:10]([OH:11])=[C:9]([C:12]([CH3:15])([CH3:14])[CH3:13])[CH:8]=2)=[O:18])=[CH:22][CH:23]=1. The yield is 0.600. (4) The reactants are [CH2:1]([N:8]1[C:16]2[C:15](=[O:17])[NH:14][CH:13]=[N:12][C:11]=2[C:10]([C:18]([O:20]CC)=[O:19])=[CH:9]1)[C:2]1[CH:7]=[CH:6][CH:5]=[CH:4][CH:3]=1.O.[OH-].[Li+]. The catalyst is C1COCC1.O. The product is [CH2:1]([N:8]1[C:16]2[C:15](=[O:17])[NH:14][CH:13]=[N:12][C:11]=2[C:10]([C:18]([OH:20])=[O:19])=[CH:9]1)[C:2]1[CH:7]=[CH:6][CH:5]=[CH:4][CH:3]=1. The yield is 0.880. (5) The reactants are [NH2:1][CH2:2][CH2:3][CH2:4][OH:5].Cl[C:7]([O:9][CH2:10][C:11]1[CH:16]=[CH:15][CH:14]=[CH:13][CH:12]=1)=[O:8]. The catalyst is C(Cl)Cl. The product is [C:7]([NH:1][CH2:2][CH2:3][CH2:4][OH:5])([O:9][CH2:10][C:11]1[CH:16]=[CH:15][CH:14]=[CH:13][CH:12]=1)=[O:8]. The yield is 0.589.